This data is from Reaction yield outcomes from USPTO patents with 853,638 reactions. The task is: Predict the reaction yield, written as a fraction of the theoretical maximum amount of product (1.0 means a 100% yield; for example, 0.34 means a 34% yield). (1) The reactants are [CH3:1][S:2]([NH2:5])(=[O:4])=[O:3].[H-].[Na+].[CH3:8][C:9]1([CH3:31])[CH2:18][C:17]2[C:12](=[CH:13][CH:14]=[C:15]([C:19](O)=[O:20])[CH:16]=2)[NH:11][CH:10]1[C:22]1[CH:27]=[CH:26][CH:25]=[C:24]([N+:28]([O-:30])=[O:29])[CH:23]=1.C(N1C=CN=C1)(N1C=CN=C1)=O. The product is [CH3:8][C:9]1([CH3:31])[CH2:18][C:17]2[C:12](=[CH:13][CH:14]=[C:15]([C:19]([NH:5][S:2]([CH3:1])(=[O:4])=[O:3])=[O:20])[CH:16]=2)[NH:11][CH:10]1[C:22]1[CH:27]=[CH:26][CH:25]=[C:24]([N+:28]([O-:30])=[O:29])[CH:23]=1. The yield is 0.900. The catalyst is CN(C)C=O. (2) The reactants are [NH:1]1[CH2:6][CH2:5][NH:4][CH2:3][CH2:2]1.[Cl:7][C:8]1[CH:13]=[C:12]([N+:14]([O-:16])=[O:15])[C:11](F)=[CH:10][C:9]=1[Cl:18]. The catalyst is CC(O)C. The product is [Cl:7][C:8]1[C:9]([Cl:18])=[CH:10][C:11]([N:1]2[CH2:6][CH2:5][NH:4][CH2:3][CH2:2]2)=[C:12]([N+:14]([O-:16])=[O:15])[CH:13]=1. The yield is 0.960. (3) The reactants are Br[CH2:2][C:3]1[CH:8]=[CH:7][C:6]([F:9])=[CH:5][C:4]=1[I:10].[N-:11]=[N+:12]=[N-:13].[Na+]. The catalyst is CN(C)C=O. The product is [N:11]([CH2:2][C:3]1[CH:8]=[CH:7][C:6]([F:9])=[CH:5][C:4]=1[I:10])=[N+:12]=[N-:13]. The yield is 0.970. (4) The reactants are [Br:1][C:2]1[CH:3]=[C:4]([CH:7]=[CH:8][C:9]=1[O:10][CH2:11][CH2:12][CH3:13])[CH:5]=[O:6].[BH4-].[Na+]. No catalyst specified. The product is [Br:1][C:2]1[CH:3]=[C:4]([CH2:5][OH:6])[CH:7]=[CH:8][C:9]=1[O:10][CH2:11][CH2:12][CH3:13]. The yield is 0.840.